Predict the reactants needed to synthesize the given product. From a dataset of Full USPTO retrosynthesis dataset with 1.9M reactions from patents (1976-2016). Given the product [C:14]([O:13][C:11]([NH:10][C@@H:8]([CH3:9])[CH2:7][CH2:6][N:18]1[CH2:23][CH2:22][O:21][CH2:20][CH2:19]1)=[O:12])([CH3:17])([CH3:16])[CH3:15], predict the reactants needed to synthesize it. The reactants are: S(O[CH2:6][CH2:7][C@@H:8]([NH:10][C:11]([O:13][C:14]([CH3:17])([CH3:16])[CH3:15])=[O:12])[CH3:9])(=O)(=O)C.[NH:18]1[CH2:23][CH2:22][O:21][CH2:20][CH2:19]1.